From a dataset of TCR-epitope binding with 47,182 pairs between 192 epitopes and 23,139 TCRs. Binary Classification. Given a T-cell receptor sequence (or CDR3 region) and an epitope sequence, predict whether binding occurs between them. (1) Result: 0 (the TCR does not bind to the epitope). The TCR CDR3 sequence is CASSPGGGSQETQYF. The epitope is QECVRGTTVL. (2) The epitope is LPRRSGAAGA. The TCR CDR3 sequence is CASRPGSRETDTQYF. Result: 1 (the TCR binds to the epitope).